This data is from Full USPTO retrosynthesis dataset with 1.9M reactions from patents (1976-2016). The task is: Predict the reactants needed to synthesize the given product. (1) Given the product [CH2:1]([N:8]1[CH:12]=[C:11]([CH3:13])[N:10]=[C:9]1[CH:14]1[C:34](=[O:35])[C:25]2[C:29]([C:28]([O:27][CH3:26])=[O:33])=[CH:30][CH:31]=[CH:32][C:24]=2[NH:23][CH:16]1[C:17]1[CH:22]=[CH:21][CH:20]=[CH:19][CH:18]=1)[C:2]1[CH:3]=[CH:4][CH:5]=[CH:6][CH:7]=1, predict the reactants needed to synthesize it. The reactants are: [CH2:1]([N:8]1[CH:12]=[C:11]([CH3:13])[N:10]=[C:9]1[CH:14]=O)[C:2]1[CH:7]=[CH:6][CH:5]=[CH:4][CH:3]=1.[CH:16](=[N:23]/[C:24]1[CH:32]=[CH:31][CH:30]=[C:29]2[C:25]=1[CH2:26][O:27][C:28]2=[O:33])\[C:17]1[CH:22]=[CH:21][CH:20]=[CH:19][CH:18]=1.[CH3:34][O-:35].[Na+].C(OCC)(=O)CC. (2) Given the product [CH3:1][N:2]1[C:7]([C:8]([F:9])([F:10])[F:11])=[CH:6][C:5](=[O:12])[N:4]([C:13]2[CH:14]=[CH:15][C:16]3[S:20][N:19]=[C:18]([CH:21]4[O:28][CH:26]([CH3:27])[CH2:25][O:22]4)[C:17]=3[CH:23]=2)[C:3]1=[O:24], predict the reactants needed to synthesize it. The reactants are: [CH3:1][N:2]1[C:7]([C:8]([F:11])([F:10])[F:9])=[CH:6][C:5](=[O:12])[N:4]([C:13]2[CH:14]=[CH:15][C:16]3[S:20][N:19]=[C:18]([CH:21]=[O:22])[C:17]=3[CH:23]=2)[C:3]1=[O:24].[CH2:25](O)[CH:26]([OH:28])[CH3:27].C1(C)C=CC=CC=1.O. (3) Given the product [ClH:22].[CH2:1]([O:3][C:4]1[CH:5]=[CH:6][C:7]2[CH2:8][NH:9][CH2:10][CH2:11][O:12][C:13]=2[N:14]=1)[CH3:2], predict the reactants needed to synthesize it. The reactants are: [CH2:1]([O:3][C:4]1[CH:5]=[CH:6][C:7]2[CH2:8][N:9](C(OC(C)(C)C)=O)[CH2:10][CH2:11][O:12][C:13]=2[N:14]=1)[CH3:2].[ClH:22].C(OCC)(=O)C. (4) Given the product [CH3:1][C:2]([CH3:18])([CH3:17])[CH2:3][CH2:4][C:5]1[CH:10]=[C:9]([C:11]([F:12])([F:13])[F:14])[CH:8]=[CH:7][C:6]=1[CH2:15][NH:16][C:20]([NH2:21])=[O:19], predict the reactants needed to synthesize it. The reactants are: [CH3:1][C:2]([CH3:18])([CH3:17])[CH2:3][CH2:4][C:5]1[CH:10]=[C:9]([C:11]([F:14])([F:13])[F:12])[CH:8]=[CH:7][C:6]=1[CH2:15][NH2:16].[O-:19][C:20]#[N:21].[K+].C(O)(=O)C. (5) The reactants are: [CH3:1][S:2]([C:5]1[CH:10]=[CH:9][C:8]([N:11]2[CH:16]=[CH:15][C:14]([S:17][CH:18]3[CH2:23][CH2:22][N:21]([C:24]([O:26][C:27](C)([CH3:29])[CH3:28])=[O:25])[CH2:20][CH2:19]3)=[CH:13][C:12]2=[O:31])=[CH:7][CH:6]=1)(=[O:4])=[O:3].CS(C1C=CC(N2C=CC(OC3CCN(C(OC(C)(C)C)=O)CC3)=CC2=O)=CC=1)(=O)=O. Given the product [CH3:1][S:2]([C:5]1[CH:10]=[CH:9][C:8]([N:11]2[CH:16]=[CH:15][C:14]([S:17][CH:18]3[CH2:23][CH2:22][N:21]([C:24]([O:26][CH:27]([CH3:28])[CH3:29])=[O:25])[CH2:20][CH2:19]3)=[CH:13][C:12]2=[O:31])=[CH:7][CH:6]=1)(=[O:3])=[O:4], predict the reactants needed to synthesize it. (6) Given the product [CH3:1][O:2][C:3]1[CH:4]=[C:5]([CH2:9][CH2:10][CH:11]([CH2:25][CH2:24][CH2:23][C:17]2[CH:22]=[CH:21][CH:20]=[CH:19][CH:18]=2)[C:12]([O:14][CH2:15][CH3:16])=[O:13])[CH:6]=[CH:7][CH:8]=1, predict the reactants needed to synthesize it. The reactants are: [CH3:1][O:2][C:3]1[CH:4]=[C:5]([CH2:9][CH2:10][CH2:11][C:12]([O:14][CH2:15][CH3:16])=[O:13])[CH:6]=[CH:7][CH:8]=1.[C:17]1([CH2:23][CH2:24][CH2:25]I)[CH:22]=[CH:21][CH:20]=[CH:19][CH:18]=1. (7) The reactants are: [CH3:1][O:2][C:3]([C@@H:5]1[CH2:9][CH2:8][N:7](C(OCC2C=CC=CC=2)=O)[CH2:6]1)=[O:4].Cl.[H][H].C(OCC)(=O)C. Given the product [CH3:1][O:2][C:3]([C@@H:5]1[CH2:9][CH2:8][NH:7][CH2:6]1)=[O:4], predict the reactants needed to synthesize it. (8) Given the product [Cl:1][C:2]1[CH:3]=[C:4]([NH:9][C:10]2[C:19]3[C:14](=[CH:15][C:16]([O:23][CH2:24][CH2:25][O:26][CH3:27])=[C:17]([NH2:20])[CH:18]=3)[N:13]=[CH:12][N:11]=2)[CH:5]=[CH:6][C:7]=1[F:8], predict the reactants needed to synthesize it. The reactants are: [Cl:1][C:2]1[CH:3]=[C:4]([NH:9][C:10]2[C:19]3[C:14](=[CH:15][C:16]([O:23][CH2:24][CH2:25][O:26][CH3:27])=[C:17]([N+:20]([O-])=O)[CH:18]=3)[N:13]=[CH:12][N:11]=2)[CH:5]=[CH:6][C:7]=1[F:8].Cl.[OH-].[Na+]. (9) Given the product [Br-:1].[OH:9][C:10]1[CH:11]=[CH:12][C:13]([C:14]([NH:16][CH2:17][CH2:18][N+:19]23[CH2:24][CH2:23][CH:22]([CH2:25][CH2:26]2)[C@@H:21]([O:27][C:28](=[O:43])[C:29]([OH:42])([C:36]2[CH:37]=[CH:38][CH:39]=[CH:40][CH:41]=2)[C:30]2[CH:35]=[CH:34][CH:33]=[CH:32][CH:31]=2)[CH2:20]3)=[O:15])=[CH:44][CH:45]=1, predict the reactants needed to synthesize it. The reactants are: [Br-:1].C([O:9][C:10]1[CH:45]=[CH:44][C:13]([C:14]([NH:16][CH2:17][CH2:18][N+:19]23[CH2:26][CH2:25][CH:22]([CH2:23][CH2:24]2)[C@@H:21]([O:27][C:28](=[O:43])[C:29]([OH:42])([C:36]2[CH:41]=[CH:40][CH:39]=[CH:38][CH:37]=2)[C:30]2[CH:35]=[CH:34][CH:33]=[CH:32][CH:31]=2)[CH2:20]3)=[O:15])=[CH:12][CH:11]=1)C1C=CC=CC=1. (10) Given the product [CH3:20][O:21][C:22](=[O:31])[C:23]1[CH:28]=[CH:27][CH:26]=[CH:25][C:24]=1[CH2:29][S:9][C:7]1[NH:8][C:4]2[CH:3]=[C:2]([CH3:1])[C:11]([CH3:12])=[CH:10][C:5]=2[N:6]=1, predict the reactants needed to synthesize it. The reactants are: [CH3:1][C:2]1[C:11]([CH3:12])=[CH:10][C:5]2[N:6]=[C:7]([SH:9])[NH:8][C:4]=2[CH:3]=1.C(N(CC)CC)C.[CH3:20][O:21][C:22](=[O:31])[C:23]1[CH:28]=[CH:27][CH:26]=[CH:25][C:24]=1[CH2:29]Br.O.